From a dataset of Forward reaction prediction with 1.9M reactions from USPTO patents (1976-2016). Predict the product of the given reaction. (1) Given the reactants [CH:1]([C:3]1[CH:8]=[CH:7][CH:6]=[CH:5][C:4]=1[C:9]1[C:10]2[C:15]([C:16]3[CH:17]=[CH:18][CH:19]=[CH:20][C:21]=3[CH:22]=1)=CC=CC=2)=O.C(=O)([O-])[O-].[K+].[K+], predict the reaction product. The product is: [CH:10]1[C:5]2[C:4]3[C:5]([C:4]4[C:19]([C:18]=2[CH:17]=[CH:16][CH:15]=1)=[CH:20][CH:21]=[CH:22][CH:9]=4)=[CH:6][CH:7]=[C:8]1[C:3]=3[CH:8]=[CH:7][CH:1]=[CH:3]1. (2) Given the reactants [C@@H:1]1([N:10]2[CH:17]=[CH:16][C:14](=[O:15])[NH:13][C:11]2=[O:12])[O:9][C@H:6]([CH2:7][OH:8])[C@@H:4]([OH:5])[C@H:2]1O.C(=O)(OC1C=CC=CC=1)OC1C=CC=CC=1.CN(C)C=O, predict the reaction product. The product is: [CH:16]1[C:14](=[O:15])[N:13]=[C:11]2[N:10]([CH:1]3[O:9][CH:6]([CH2:7][OH:8])[CH:4]([OH:5])[CH:2]3[O:12]2)[CH:17]=1. (3) Given the reactants Br[C:2]1[CH:7]=[CH:6][C:5]([C:8]([N:10]2[CH2:15][CH2:14][N:13]([C:16]3[C:21]([CH3:22])=[CH:20][C:19]([CH3:23])=[CH:18][N:17]=3)[CH2:12][CH2:11]2)=[O:9])=[CH:4][C:3]=1[F:24].[O:25]=[C:26]1[NH:30][C@H:29]([CH2:31][O:32][C:33](=[O:40])[C:34]2[CH:39]=[CH:38][CH:37]=[CH:36][CH:35]=2)[CH2:28][O:27]1, predict the reaction product. The product is: [CH3:22][C:21]1[C:16]([N:13]2[CH2:14][CH2:15][N:10]([C:8]([C:5]3[CH:6]=[CH:7][C:2]([N:30]4[C@H:29]([CH2:31][O:32][C:33](=[O:40])[C:34]5[CH:39]=[CH:38][CH:37]=[CH:36][CH:35]=5)[CH2:28][O:27][C:26]4=[O:25])=[C:3]([F:24])[CH:4]=3)=[O:9])[CH2:11][CH2:12]2)=[N:17][CH:18]=[C:19]([CH3:23])[CH:20]=1. (4) Given the reactants [Cl:1][C:2]1[CH:7]=[CH:6][C:5]([CH2:8][C@@H:9]([NH:37][C:38]([C@@H:40]2[CH2:49][C:48]3[C:43](=[CH:44][CH:45]=[CH:46][CH:47]=3)[CH2:42][N:41]2C(OC(C)(C)C)=O)=[O:39])[C:10](=[O:36])[N:11]2[CH2:16][CH2:15][CH:14]([C:17]3[CH:22]=[CH:21][CH:20]=[CH:19][C:18]=3[NH:23][S:24]([C:27]3[C:32]([CH3:33])=[CH:31][C:30]([CH3:34])=[CH:29][C:28]=3[CH3:35])(=[O:26])=[O:25])[CH2:13][CH2:12]2)=[CH:4][CH:3]=1.C(O)(C(F)(F)F)=O, predict the reaction product. The product is: [Cl:1][C:2]1[CH:7]=[CH:6][C:5]([CH2:8][C@@H:9]([NH:37][C:38]([C@@H:40]2[CH2:49][C:48]3[C:43](=[CH:44][CH:45]=[CH:46][CH:47]=3)[CH2:42][NH:41]2)=[O:39])[C:10](=[O:36])[N:11]2[CH2:12][CH2:13][CH:14]([C:17]3[CH:22]=[CH:21][CH:20]=[CH:19][C:18]=3[NH:23][S:24]([C:27]3[C:32]([CH3:33])=[CH:31][C:30]([CH3:34])=[CH:29][C:28]=3[CH3:35])(=[O:26])=[O:25])[CH2:15][CH2:16]2)=[CH:4][CH:3]=1. (5) Given the reactants Cl[C:2]1[C:3]2[C:4](=[CH:20][N:21](CC3C=CC(OC)=CC=3)[N:22]=2)[N:5]=[C:6]([C:8]2[CH:13]=[CH:12][CH:11]=[C:10]([C:14]3[CH:15]=[N:16][CH:17]=[CH:18][CH:19]=3)[CH:9]=2)[N:7]=1.[O:32]1[CH2:37][CH2:36][N:35]([C:38]2[CH:44]=[CH:43][C:41]([NH2:42])=[CH:40][CH:39]=2)[CH2:34][CH2:33]1.Cl, predict the reaction product. The product is: [O:32]1[CH2:33][CH2:34][N:35]([C:38]2[CH:39]=[CH:40][C:41]([NH:42][C:2]3[C:3]4[NH:22][N:21]=[CH:20][C:4]=4[N:5]=[C:6]([C:8]4[CH:13]=[CH:12][CH:11]=[C:10]([C:14]5[CH:15]=[N:16][CH:17]=[CH:18][CH:19]=5)[CH:9]=4)[N:7]=3)=[CH:43][CH:44]=2)[CH2:36][CH2:37]1.